From a dataset of Full USPTO retrosynthesis dataset with 1.9M reactions from patents (1976-2016). Predict the reactants needed to synthesize the given product. (1) The reactants are: [CH2:1]([O:3][C:4]1[CH:10]=[CH:9][C:7]([NH2:8])=[C:6]([C:11]2[O:12][CH:13]=[CH:14][CH:15]=2)[CH:5]=1)[CH3:2].Cl[C:17]([O:19][C:20]1[CH:25]=[CH:24][CH:23]=[CH:22][CH:21]=1)=[O:18].N1C=CC=CC=1. Given the product [CH2:1]([O:3][C:4]1[CH:10]=[CH:9][C:7]([NH:8][C:17](=[O:18])[O:19][C:20]2[CH:25]=[CH:24][CH:23]=[CH:22][CH:21]=2)=[C:6]([C:11]2[O:12][CH:13]=[CH:14][CH:15]=2)[CH:5]=1)[CH3:2], predict the reactants needed to synthesize it. (2) Given the product [F:1]/[C:2](/[C:15]1[CH:19]=[C:18]([CH3:20])[N:17]([CH2:33][C:32]2[CH:31]=[C:30]([C:27]3([CH2:26][OH:25])[CH2:29][CH2:28]3)[CH:41]=[CH:40][CH:39]=2)[N:16]=1)=[CH:3]\[C:4]1[CH:5]=[CH:6][C:7]([S:10][C:11]([F:14])([F:13])[F:12])=[CH:8][CH:9]=1, predict the reactants needed to synthesize it. The reactants are: [F:1]/[C:2](/[C:15]1[CH:19]=[C:18]([CH3:20])[NH:17][N:16]=1)=[CH:3]\[C:4]1[CH:9]=[CH:8][C:7]([S:10][C:11]([F:14])([F:13])[F:12])=[CH:6][CH:5]=1.C([Si](C(C)C)(C(C)C)[O:25][CH2:26][C:27]1([C:30]2[CH:31]=[C:32]([CH:39]=[CH:40][CH:41]=2)[CH2:33]CS([O-])(=O)=O)[CH2:29][CH2:28]1)(C)C. (3) Given the product [CH2:1]([NH:3][C:4]([NH:6][C:7]1[CH:8]=[CH:9][C:10]([C:13]2[N:14]=[C:15]([N:23]3[CH2:28][CH2:27][O:26][CH2:25][C@@H:24]3[CH3:29])[C:16]3[CH2:22][CH2:21][N:20]([CH2:31][CH3:32])[CH2:19][C:17]=3[N:18]=2)=[CH:11][CH:12]=1)=[O:5])[CH3:2], predict the reactants needed to synthesize it. The reactants are: [CH2:1]([NH:3][C:4]([NH:6][C:7]1[CH:12]=[CH:11][C:10]([C:13]2[N:14]=[C:15]([N:23]3[CH2:28][CH2:27][O:26][CH2:25][C@@H:24]3[CH3:29])[C:16]3[CH2:22][CH2:21][NH:20][CH2:19][C:17]=3[N:18]=2)=[CH:9][CH:8]=1)=[O:5])[CH3:2].Br[CH2:31][CH3:32].CCN(C(C)C)C(C)C. (4) Given the product [Cl:1][C:2]1[CH:7]=[C:6]([C:8]([F:9])([F:10])[F:11])[CH:5]=[CH:4][C:3]=1[S:12]([N:15]([CH2:16][C:17]1[CH:18]=[CH:19][C:20]([OH:23])=[CH:21][CH:22]=1)[C:30]1[CH:31]=[CH:32][C:33]([O:36][CH2:37][CH2:38][N:39]2[CH2:43][CH2:42][CH2:41][CH2:40]2)=[CH:34][CH:35]=1)(=[O:14])=[O:13], predict the reactants needed to synthesize it. The reactants are: [Cl:1][C:2]1[CH:7]=[C:6]([C:8]([F:11])([F:10])[F:9])[CH:5]=[CH:4][C:3]=1[S:12]([N:15]([C:30]1[CH:35]=[CH:34][C:33]([O:36][CH2:37][CH2:38][N:39]2[CH2:43][CH2:42][CH2:41][CH2:40]2)=[CH:32][CH:31]=1)[CH2:16][C:17]1[CH:22]=[CH:21][C:20]([O:23]C2CCCCO2)=[CH:19][CH:18]=1)(=[O:14])=[O:13].Cl. (5) Given the product [OH:2][C:3]1[C:8]2[NH:9][C:10]([C:12]3[S:13][CH:14]=[CH:15][CH:16]=3)=[N:11][C:7]=2[C:6]([C:17]([NH:19][CH2:20][CH2:21][C:22]2[N:26]([CH3:27])[CH:25]=[N:24][CH:23]=2)=[O:18])=[CH:5][CH:4]=1, predict the reactants needed to synthesize it. The reactants are: C[O:2][C:3]1[C:8]2[NH:9][C:10]([C:12]3[S:13][CH:14]=[CH:15][CH:16]=3)=[N:11][C:7]=2[C:6]([C:17]([NH:19][CH2:20][CH2:21][C:22]2[N:26]([CH3:27])[CH:25]=[N:24][CH:23]=2)=[O:18])=[CH:5][CH:4]=1.B(Br)(Br)Br. (6) Given the product [Cl:1][C:2]1[N:7]=[C:21]2[N:22]([CH3:23])[C:24](=[O:25])[C:10]([CH3:9])([CH3:12])[C:5]2=[CH:4][CH:3]=1, predict the reactants needed to synthesize it. The reactants are: [Cl:1][C:2]1[N:7]=C2N[C:9](=O)[CH2:10][C:5]2=[CH:4][CH:3]=1.[CH3:12]C(C)([O-])C.[K+].CI.O.[CH3:21][N:22]([CH:24]=[O:25])[CH3:23]. (7) Given the product [NH2:1][C:2]1[C:3](=[O:26])[NH:4][C:5]2[C:10]([N:11]=1)=[C:9]([O:12][C:13]1[CH:18]=[C:17]([N:35]3[CH2:34][CH2:33][N:32]([CH2:37][C:38]([F:40])([F:41])[F:39])[C@@H:31]([CH2:27][CH:28]([CH3:30])[CH3:29])[CH2:36]3)[N:16]=[C:15]([NH:20][C@@H:21]([CH3:25])[CH2:22][O:23][CH3:24])[N:14]=1)[CH:8]=[CH:7][CH:6]=2, predict the reactants needed to synthesize it. The reactants are: [NH2:1][C:2]1[C:3](=[O:26])[NH:4][C:5]2[C:10]([N:11]=1)=[C:9]([O:12][C:13]1[CH:18]=[C:17](Cl)[N:16]=[C:15]([NH:20][C@@H:21]([CH3:25])[CH2:22][O:23][CH3:24])[N:14]=1)[CH:8]=[CH:7][CH:6]=2.[CH2:27]([C@H:31]1[CH2:36][NH:35][CH2:34][CH2:33][N:32]1[CH2:37][C:38]([F:41])([F:40])[F:39])[CH:28]([CH3:30])[CH3:29]. (8) Given the product [Cl:17][C:11]([C@@H:6]1[CH2:7][CH2:8][CH2:9][CH2:10][C@H:5]1[C:3]([O:2][CH3:1])=[O:4])=[O:13], predict the reactants needed to synthesize it. The reactants are: [CH3:1][O:2][C:3]([C@@H:5]1[CH2:10][CH2:9][CH2:8][CH2:7][C@H:6]1[C:11]([OH:13])=O)=[O:4].C(Cl)(=O)C([Cl:17])=O. (9) Given the product [CH2:1]([C:8]1[C:9]([C:20]([F:23])([F:22])[F:21])=[N:10][C:11]2[C:16]([C:17]=1[Cl:26])=[CH:15][C:14]([I:19])=[CH:13][CH:12]=2)[C:2]1[CH:7]=[CH:6][CH:5]=[CH:4][CH:3]=1, predict the reactants needed to synthesize it. The reactants are: [CH2:1]([C:8]1[C:9]([C:20]([F:23])([F:22])[F:21])=[N:10][C:11]2[C:16]([C:17]=1O)=[CH:15][C:14]([I:19])=[CH:13][CH:12]=2)[C:2]1[CH:7]=[CH:6][CH:5]=[CH:4][CH:3]=1.P(Cl)(Cl)([Cl:26])=O.C(C1C(C(F)(F)F)=NC2C(C=1Cl)=CC=CC=2)C1C=CC=CC=1. (10) Given the product [CH:20]1([C:23]2[O:6][C:5]([C:7]3[CH:15]=[C:14]4[C:10]([C:11]([CH3:19])([CH3:18])[C:12](=[O:17])[N:13]4[CH3:16])=[CH:9][CH:8]=3)=[CH:4][N:1]=2)[CH2:22][CH2:21]1, predict the reactants needed to synthesize it. The reactants are: [N:1]([CH2:4][C:5]([C:7]1[CH:15]=[C:14]2[C:10]([C:11]([CH3:19])([CH3:18])[C:12](=[O:17])[N:13]2[CH3:16])=[CH:9][CH:8]=1)=[O:6])=[N+]=[N-].[CH:20]1([C:23](Cl)=O)[CH2:22][CH2:21]1.C1(P(C2C=CC=CC=2)C2C=CC=CC=2)C=CC=CC=1.